Predict the reactants needed to synthesize the given product. From a dataset of Full USPTO retrosynthesis dataset with 1.9M reactions from patents (1976-2016). (1) Given the product [CH2:14]([N:6]1[C:5]2=[C:4]([CH3:18])[N:3]([CH2:19][C:20]3[CH:25]=[CH:24][C:23]([O:26][CH3:27])=[CH:22][CH:21]=3)[C:2]([NH:28][C:29]3[CH:34]=[CH:33][CH:32]=[CH:31][CH:30]=3)=[C:10]2[C:9](=[O:11])[N:8]([CH3:12])[C:7]1=[O:13])[CH:15]([CH3:17])[CH3:16], predict the reactants needed to synthesize it. The reactants are: Cl[C:2]1[N:3]([CH2:19][C:20]2[CH:25]=[CH:24][C:23]([O:26][CH3:27])=[CH:22][CH:21]=2)[C:4]([CH3:18])=[C:5]2[C:10]=1[C:9](=[O:11])[N:8]([CH3:12])[C:7](=[O:13])[N:6]2[CH2:14][CH:15]([CH3:17])[CH3:16].[NH2:28][C:29]1[CH:34]=[CH:33][CH:32]=[CH:31][CH:30]=1. (2) Given the product [C:27]([S:26][CH2:25][C:13]1[CH:14]=[C:15]([NH:18][C:19](=[O:24])[C:20]([CH3:23])([CH3:22])[CH3:21])[CH:16]=[CH:17][C:12]=1[CH2:11][C:8]1[N:7]=[C:6]([CH2:5][C:4]([OH:31])=[O:3])[O:10][N:9]=1)([CH3:30])([CH3:29])[CH3:28], predict the reactants needed to synthesize it. The reactants are: C([O:3][C:4](=[O:31])[CH2:5][C:6]1[O:10][N:9]=[C:8]([CH2:11][C:12]2[CH:17]=[CH:16][C:15]([NH:18][C:19](=[O:24])[C:20]([CH3:23])([CH3:22])[CH3:21])=[CH:14][C:13]=2[CH2:25][S:26][C:27]([CH3:30])([CH3:29])[CH3:28])[N:7]=1)C.[Li+].[OH-]. (3) The reactants are: [CH3:1][C:2]1[CH:10]=[CH:9][C:8]([CH3:11])=[CH:7][C:3]=1[C:4]([OH:6])=[O:5].S(=O)(=O)(O)O.[CH3:17]O. Given the product [CH3:17][O:5][C:4](=[O:6])[C:3]1[CH:7]=[C:8]([CH3:11])[CH:9]=[CH:10][C:2]=1[CH3:1], predict the reactants needed to synthesize it. (4) Given the product [CH3:36][C:30]1[CH:31]=[CH:32][C:33]([CH3:35])=[CH:34][C:29]=1[CH2:28][N:12]1[C:13]2[CH:18]=[CH:17][CH:16]=[CH:15][C:14]=2[N:10]([CH:6]([CH2:7][CH2:8][CH3:9])[CH2:5][C:4]([OH:3])=[O:20])[C:11]1=[O:19], predict the reactants needed to synthesize it. The reactants are: C([O:3][C:4](=[O:20])[CH2:5][CH:6]([N:10]1[C:14]2[CH:15]=[CH:16][CH:17]=[CH:18][C:13]=2[NH:12][C:11]1=[O:19])[CH2:7][CH2:8][CH3:9])C.C(=O)([O-])[O-].[K+].[K+].Br[CH2:28][C:29]1[CH:34]=[C:33]([CH3:35])[CH:32]=[CH:31][C:30]=1[CH3:36]. (5) Given the product [Cl:1][C:2]1[CH:3]=[C:4]2[C:5]([C:17]([OH:19])=[C:16]([C:22]([O:24][CH2:25][CH3:26])=[O:23])[C:14](=[O:15])[C:8]32[CH2:13][CH2:12][O:11][CH2:10][CH2:9]3)=[CH:6][CH:7]=1, predict the reactants needed to synthesize it. The reactants are: [Cl:1][C:2]1[CH:3]=[C:4]([C:8]2([C:14]([CH:16]([C:22]([O:24][CH2:25][CH3:26])=[O:23])[C:17]([O:19]CC)=O)=[O:15])[CH2:13][CH2:12][O:11][CH2:10][CH2:9]2)[CH:5]=[CH:6][CH:7]=1.OS(O)(=O)=O.